From a dataset of Reaction yield outcomes from USPTO patents with 853,638 reactions. Predict the reaction yield, written as a fraction of the theoretical maximum amount of product (1.0 means a 100% yield; for example, 0.34 means a 34% yield). (1) The reactants are [CH:1]1[C:10]2[C:5](=[CH:6][CH:7]=[CH:8][CH:9]=2)[CH:4]=[C:3]([C:11]([OH:13])=O)[N:2]=1.CN(C(ON1N=NC2C=CC=CC1=2)=[N+](C)C)C.F[P-](F)(F)(F)(F)F.CCN(C(C)C)C(C)C.[CH2:47]([O:49][C:50]([C:52]1[C:60]2[N:59]=[C:58]([NH2:61])[NH:57][C:56]=2[CH:55]=[C:54]([S:62][CH2:63][CH3:64])[CH:53]=1)=[O:51])[CH3:48]. The catalyst is CN(C=O)C. The product is [CH2:47]([O:49][C:50]([C:52]1[C:60]2[NH:59][C:58]([NH:61][C:11]([C:3]3[N:2]=[CH:1][C:10]4[C:5]([CH:4]=3)=[CH:6][CH:7]=[CH:8][CH:9]=4)=[O:13])=[N:57][C:56]=2[CH:55]=[C:54]([S:62][CH2:63][CH3:64])[CH:53]=1)=[O:51])[CH3:48]. The yield is 0.830. (2) The reactants are [CH3:1][N:2]1[CH:6]=[CH:5][N:4]=[CH:3]1.[ClH:7].[F:8][C:9]([F:16])=[C:10]([F:15])[C:11]([F:14])([F:13])[F:12]. The catalyst is C(#N)C. The product is [Cl-:7].[CH3:1][N+:2]1[CH:6]=[CH:5][N:4]([C:9]([F:16])([F:8])[CH:10]([F:15])[C:11]([F:14])([F:13])[F:12])[CH:3]=1. The yield is 0.970. (3) The reactants are [NH2:1][C:2]1[N:7]=[C:6]([N:8]([CH3:11])[O:9][CH3:10])[N:5]=[C:4]([NH:12][CH2:13][CH2:14][CH3:15])[N:3]=1.[C:16](Cl)(=[O:19])[CH2:17][CH3:18].CCN(C(C)C)C(C)C. The catalyst is C1COCC1. The product is [CH3:10][O:9][N:8]([CH3:11])[C:6]1[N:5]=[C:4]([NH:12][CH2:13][CH2:14][CH3:15])[N:3]=[C:2]([NH:1][C:16](=[O:19])[CH2:17][CH3:18])[N:7]=1. The yield is 0.150. (4) The yield is 0.460. The catalyst is CO. The product is [OH:4][CH2:5][C@@H:6]1[C@:7]([C@H:17]2[CH2:25][CH2:24][C@@:23]3([CH3:26])[C@@H:19]([CH2:20][CH2:21][C:22]3=[CH2:27])[C@@H:18]2[CH2:28][N:29]2[C:37]3[C:32](=[CH:33][CH:34]=[CH:35][CH:36]=3)[CH2:31][CH2:30]2)([CH3:16])[CH2:8][CH2:9][C@H:10]([OH:12])[CH2:11]1. The reactants are C([O:4][CH2:5][C@H:6]1[CH2:11][C@@H:10]([O:12]C(=O)C)[CH2:9][CH2:8][C@@:7]1([C@H:17]1[CH2:25][CH2:24][C@@:23]2([CH3:26])[C@@H:19]([CH2:20][CH2:21][C:22]2=[CH2:27])[C@@H:18]1[CH2:28][N:29]1[C:37]2[C:32](=[CH:33][CH:34]=[CH:35][CH:36]=2)[CH2:31][CH2:30]1)[CH3:16])(=O)C.C(=O)([O-])[O-].[K+].[K+]. (5) The reactants are C([O:8][CH2:9][C:10]([NH:12][C:13]1[C:17]2[CH:18]=[N:19][C:20]([NH:22][C:23]3[CH:28]=[CH:27][N:26]=[C:25]([C:29]4[CH:30]=[N:31][N:32]([S:34]([CH:37]5[CH2:39][CH2:38]5)(=[O:36])=[O:35])[CH:33]=4)[N:24]=3)=[CH:21][C:16]=2[N:15]([CH:40]([CH3:42])[CH3:41])[CH:14]=1)=[O:11])C1C=CC=CC=1. The catalyst is C(O)C.[OH-].[OH-].[Pd+2]. The product is [CH:37]1([S:34]([N:32]2[CH:33]=[C:29]([C:25]3[N:24]=[C:23]([NH:22][C:20]4[N:19]=[CH:18][C:17]5[C:13]([NH:12][C:10](=[O:11])[CH2:9][OH:8])=[CH:14][N:15]([CH:40]([CH3:42])[CH3:41])[C:16]=5[CH:21]=4)[CH:28]=[CH:27][N:26]=3)[CH:30]=[N:31]2)(=[O:36])=[O:35])[CH2:39][CH2:38]1. The yield is 0.400.